Dataset: Peptide-MHC class II binding affinity with 134,281 pairs from IEDB. Task: Regression. Given a peptide amino acid sequence and an MHC pseudo amino acid sequence, predict their binding affinity value. This is MHC class II binding data. (1) The peptide sequence is NALSVLDKIYTSPLC. The MHC is DRB1_0701 with pseudo-sequence DRB1_0701. The binding affinity (normalized) is 0.523. (2) The peptide sequence is GELQIVDKIWAAFKI. The MHC is DRB3_0101 with pseudo-sequence DRB3_0101. The binding affinity (normalized) is 0.684. (3) The peptide sequence is EFIPMKSSWGAIWRI. The MHC is DRB1_0101 with pseudo-sequence DRB1_0101. The binding affinity (normalized) is 0.601. (4) The binding affinity (normalized) is 0.512. The MHC is DRB3_0101 with pseudo-sequence DRB3_0101. The peptide sequence is AFILPGDNLFPKV.